This data is from Full USPTO retrosynthesis dataset with 1.9M reactions from patents (1976-2016). The task is: Predict the reactants needed to synthesize the given product. (1) Given the product [F:18][CH:2]1[CH2:6][CH2:5][CH2:4][CH:3]1[C:7]([O:9][CH2:10][CH3:11])=[O:8], predict the reactants needed to synthesize it. The reactants are: O[CH:2]1[CH2:6][CH2:5][CH2:4][CH:3]1[C:7]([O:9][CH2:10][CH3:11])=[O:8].CCN(S(F)(F)[F:18])CC.C([O-])(O)=O.[Na+]. (2) Given the product [CH2:36]([O:38][C:39](=[O:53])[C:40]#[C:41][C:43]1[CH:52]=[CH:51][C:50]2[C:45](=[CH:46][CH:47]=[CH:48][CH:49]=2)[CH:44]=1)[CH3:37], predict the reactants needed to synthesize it. The reactants are: S(OS(C(F)(F)F)(=O)=O)(C(F)(F)F)(=O)=O.C1(P(=O)(C2C=CC=CC=2)C2C=CC=CC=2)C=CC=CC=1.[CH2:36]([O:38][C:39](=[O:53])[CH2:40][C:41]([C:43]1[CH:52]=[CH:51][C:50]2[C:45](=[CH:46][CH:47]=[CH:48][CH:49]=2)[CH:44]=1)=O)[CH3:37].C(N(CC)CC)C. (3) Given the product [C:41]([C@@H:39]1[CH2:40][C@@H:38]1[CH2:37][O:36][C:15]1[N:16]=[C:17]([N:19]2[CH2:24][CH2:23][CH:22]([C:25]3[C:33]4[C:28](=[N:29][CH:30]=[CH:31][C:32]=4[O:34][CH3:35])[NH:27][N:26]=3)[CH2:21][CH2:20]2)[N:18]=[C:13]([CH:2]([C:1]#[N:5])[C:3]#[N:4])[N:14]=1)#[N:42], predict the reactants needed to synthesize it. The reactants are: [C:1](#[N:5])[CH2:2][C:3]#[N:4].C([O-])([O-])=O.[K+].[K+].Cl[C:13]1[N:18]=[C:17]([N:19]2[CH2:24][CH2:23][CH:22]([C:25]3[C:33]4[C:28](=[N:29][CH:30]=[CH:31][C:32]=4[O:34][CH3:35])[NH:27][N:26]=3)[CH2:21][CH2:20]2)[N:16]=[C:15]([O:36][CH2:37][C@H:38]2[CH2:40][C@H:39]2[C:41]#[N:42])[N:14]=1.CS(C)=O. (4) Given the product [C:1]([O:5][CH:6]([C:11]1[C:12]([C:21]2[CH:22]=[C:23]3[C:28](=[CH:29][CH:30]=2)[O:27][CH2:26][CH2:25][CH2:24]3)=[C:13]2[CH:20]=[CH:19][N:18]([CH2:34][C:33]3[C:36]([O:40][CH3:41])=[CH:37][CH:38]=[CH:39][C:32]=3[F:31])[C:14]2=[N:15][C:16]=1[CH3:17])[C:7]([OH:9])=[O:8])([CH3:2])([CH3:4])[CH3:3], predict the reactants needed to synthesize it. The reactants are: [C:1]([O:5][CH:6]([C:11]1[C:12]([C:21]2[CH:22]=[C:23]3[C:28](=[CH:29][CH:30]=2)[O:27][CH2:26][CH2:25][CH2:24]3)=[C:13]2[CH:20]=[CH:19][NH:18][C:14]2=[N:15][C:16]=1[CH3:17])[C:7]([O:9]C)=[O:8])([CH3:4])([CH3:3])[CH3:2].[F:31][C:32]1[CH:39]=[CH:38][CH:37]=[C:36]([O:40][CH3:41])[C:33]=1[CH2:34]Br.